This data is from Peptide-MHC class I binding affinity with 185,985 pairs from IEDB/IMGT. The task is: Regression. Given a peptide amino acid sequence and an MHC pseudo amino acid sequence, predict their binding affinity value. This is MHC class I binding data. (1) The peptide sequence is RRAARAEYL. The MHC is HLA-B54:01 with pseudo-sequence HLA-B54:01. The binding affinity (normalized) is 0.0000162. (2) The peptide sequence is WFYDNDNPY. The MHC is HLA-B35:01 with pseudo-sequence HLA-B35:01. The binding affinity (normalized) is 1.00. (3) The peptide sequence is VWQRSWEYW. The MHC is Mamu-B17 with pseudo-sequence Mamu-B17. The binding affinity (normalized) is 0.197. (4) The peptide sequence is AYISSEATTPV. The MHC is HLA-B42:01 with pseudo-sequence YYSEYRNIYAQTDESNLYLSYNYYTWAVDAYTWY. The binding affinity (normalized) is 0.0867. (5) The peptide sequence is SLMSRVVYK. The MHC is HLA-A29:02 with pseudo-sequence HLA-A29:02. The binding affinity (normalized) is 0.0847. (6) The binding affinity (normalized) is 0.260. The peptide sequence is LYLYALIYFL. The MHC is HLA-A29:02 with pseudo-sequence HLA-A29:02.